This data is from Full USPTO retrosynthesis dataset with 1.9M reactions from patents (1976-2016). The task is: Predict the reactants needed to synthesize the given product. (1) Given the product [CH:23]1([NH:26][C:2]2[CH:7]=[C:6]([C:8]3[S:12][C:11]([CH2:13][CH3:14])=[N:10][C:9]=3[C:15]3[CH:20]=[CH:19][C:18]([F:21])=[CH:17][CH:16]=3)[CH:5]=[CH:4][N:3]=2)[CH2:25][CH2:24]1, predict the reactants needed to synthesize it. The reactants are: F[C:2]1[CH:7]=[C:6]([C:8]2[S:12][C:11]([CH2:13][CH3:14])=[N:10][C:9]=2[C:15]2[CH:20]=[CH:19][C:18]([F:21])=[CH:17][CH:16]=2)[CH:5]=[CH:4][N:3]=1.O.[CH:23]1([NH2:26])[CH2:25][CH2:24]1. (2) Given the product [N:12]1([C:18]2[CH:19]=[C:20]([C:21]3[S:4][C:3]4[CH:5]=[CH:6][CH:7]=[CH:8][C:2]=4[C:1](=[O:10])[N:22]=3)[CH:23]=[CH:24][N:25]=2)[CH2:13][CH2:14][O:15][CH2:16][CH2:17]1, predict the reactants needed to synthesize it. The reactants are: [C:1]([O:10]C)(=O)[C:2]1[C:3](=[CH:5][CH:6]=[CH:7][CH:8]=1)[SH:4].[N:12]1([C:18]2[CH:19]=[C:20]([CH:23]=[CH:24][N:25]=2)[C:21]#[N:22])[CH2:17][CH2:16][O:15][CH2:14][CH2:13]1.C(N(CC)CC)C.